From a dataset of Full USPTO retrosynthesis dataset with 1.9M reactions from patents (1976-2016). Predict the reactants needed to synthesize the given product. (1) The reactants are: CN(C)[CH:3]=[C:4]([C:13]1[CH:18]=[CH:17][N:16]=[CH:15][CH:14]=1)[C:5]([C:7]1[CH:11]=[CH:10][O:9][C:8]=1[CH3:12])=O.Cl.[CH3:21][CH:22]1[CH2:27][CH2:26][CH2:25][N:24]([C:28](=[NH:30])[NH2:29])[CH2:23]1.CC(C)([O-])C.[K+]. Given the product [CH3:12][C:8]1[O:9][CH:10]=[CH:11][C:7]=1[C:5]1[C:4]([C:13]2[CH:14]=[CH:15][N:16]=[CH:17][CH:18]=2)=[CH:3][N:29]=[C:28]([N:24]2[CH2:25][CH2:26][CH2:27][CH:22]([CH3:21])[CH2:23]2)[N:30]=1, predict the reactants needed to synthesize it. (2) Given the product [Cl:20][C:21]1[CH:29]=[CH:28][CH:27]=[C:26]([F:30])[C:22]=1[C:23]([NH:1][C:2]1[CH:10]=[C:9]2[C:5]([CH:6]=[N:7][NH:8]2)=[CH:4][CH:3]=1)=[O:24], predict the reactants needed to synthesize it. The reactants are: [NH2:1][C:2]1[CH:10]=[C:9]2[C:5]([CH:6]=[N:7][NH:8]2)=[CH:4][CH:3]=1.CCN(C(C)C)C(C)C.[Cl:20][C:21]1[CH:29]=[CH:28][CH:27]=[C:26]([F:30])[C:22]=1[C:23](Cl)=[O:24].[Li+].[OH-]. (3) Given the product [F:1][C:2]1[CH:23]=[CH:22][C:5]([CH2:6][C:7]2[N:11]([CH:12]3[CH2:13][N:14]([C:57]([C:53]4[NH:52][CH:56]=[CH:55][N:54]=4)=[O:58])[CH2:15]3)[N:10]=[C:9]([C:16]3[CH:21]=[CH:20][N:19]=[CH:18][CH:17]=3)[CH:8]=2)=[CH:4][CH:3]=1, predict the reactants needed to synthesize it. The reactants are: [F:1][C:2]1[CH:23]=[CH:22][C:5]([CH2:6][C:7]2[N:11]([CH:12]3[CH2:15][NH:14][CH2:13]3)[N:10]=[C:9]([C:16]3[CH:21]=[CH:20][N:19]=[CH:18][CH:17]=3)[CH:8]=2)=[CH:4][CH:3]=1.C1C=CC2N(O)N=NC=2C=1.CCN=C=NCCCN(C)C.CN1CCOCC1.[NH:52]1[CH:56]=[CH:55][N:54]=[C:53]1[C:57](O)=[O:58].